From a dataset of Catalyst prediction with 721,799 reactions and 888 catalyst types from USPTO. Predict which catalyst facilitates the given reaction. (1) Reactant: C([Li])CCC.Br[C:7]1[CH:14]=[CH:13][C:10]([CH2:11][OH:12])=[CH:9][C:8]=1[CH3:15].[CH:16](=[O:26])[CH2:17][CH2:18][CH2:19][CH2:20][CH2:21][CH2:22][CH2:23][CH2:24][CH3:25]. Product: [OH:26][CH:16]([C:7]1[CH:14]=[CH:13][C:10]([CH2:11][OH:12])=[CH:9][C:8]=1[CH3:15])[CH2:17][CH2:18][CH2:19][CH2:20][CH2:21][CH2:22][CH2:23][CH2:24][CH3:25]. The catalyst class is: 7. (2) Reactant: [Br:1][C:2]1[CH:7]=[C:6]([C@@H:8]([NH:12][S@@](C(C)(C)C)=O)[CH2:9][CH:10]=[CH2:11])[CH:5]=[CH:4][N:3]=1.Cl.O1CCOCC1.[CH3:26][C:27]([O:30][C:31](O[C:31]([O:30][C:27]([CH3:29])([CH3:28])[CH3:26])=[O:32])=[O:32])([CH3:29])[CH3:28]. Product: [Br:1][C:2]1[CH:7]=[C:6]([C@@H:8]([NH:12][C:31](=[O:32])[O:30][C:27]([CH3:29])([CH3:28])[CH3:26])[CH2:9][CH:10]=[CH2:11])[CH:5]=[CH:4][N:3]=1. The catalyst class is: 449.